This data is from Catalyst prediction with 721,799 reactions and 888 catalyst types from USPTO. The task is: Predict which catalyst facilitates the given reaction. (1) The catalyst class is: 330. Reactant: [C:1]([O:4][C@@H:5]1[C@H:9]([O:10][C:11](=[O:13])[CH3:12])[C@@H:8]([C:14]2[N:15]=[N:16][N:17]([CH2:19][CH3:20])[N:18]=2)[O:7][C@H:6]1[N:21]1[CH:29]=[N:28][C:27]2[C:22]1=[N:23][C:24]([Cl:45])=[N:25][C:26]=2[NH:30][C@H:31]1[CH2:36][CH2:35][C@H:34]([NH:37]C(OC(C)(C)C)=O)[CH2:33][CH2:32]1)(=[O:3])[CH3:2].[Cl:46][C:47]1[N:55]=[C:54]2[C:50]([N:51]=[CH:52][N:53]2[CH:56]2[CH2:61][CH2:60][CH2:59][CH2:58][O:57]2)=[C:49](Cl)[N:48]=1.C(N(CC)C(C)C)(C)C. Product: [C:1]([O:4][C@@H:5]1[C@H:9]([O:10][C:11](=[O:13])[CH3:12])[C@@H:8]([C:14]2[N:15]=[N:16][N:17]([CH2:19][CH3:20])[N:18]=2)[O:7][C@H:6]1[N:21]1[CH:29]=[N:28][C:27]2[C:22]1=[N:23][C:24]([Cl:45])=[N:25][C:26]=2[NH:30][C@H:31]1[CH2:32][CH2:33][C@H:34]([NH:37][C:49]2[N:48]=[C:47]([Cl:46])[N:55]=[C:54]3[C:50]=2[N:51]=[CH:52][N:53]3[CH:56]2[CH2:61][CH2:60][CH2:59][CH2:58][O:57]2)[CH2:35][CH2:36]1)(=[O:3])[CH3:2]. (2) Reactant: [NH2:1][C:2]1[N:7]=[C:6]([NH:8][C:9]2[CH:14]=[CH:13][C:12]([O:15][C:16]3[CH:17]=[C:18]4[C:22](=[CH:23][CH:24]=3)[NH:21][N:20]=[CH:19]4)=[C:11]([F:25])[CH:10]=2)[CH:5]=[C:4](Cl)[N:3]=1. Product: [F:25][C:11]1[CH:10]=[C:9]([NH:8][C:6]2[CH:5]=[CH:4][N:3]=[C:2]([NH2:1])[N:7]=2)[CH:14]=[CH:13][C:12]=1[O:15][C:16]1[CH:17]=[C:18]2[C:22](=[CH:23][CH:24]=1)[NH:21][N:20]=[CH:19]2. The catalyst class is: 29. (3) Reactant: [N+:1]([C:4]1[CH:8]=[CH:7][NH:6][N:5]=1)([O-:3])=[O:2].[H-].[Na+].Br[CH2:12][CH2:13][CH2:14][CH2:15][CH2:16][CH2:17][CH2:18][CH3:19]. Product: [N+:1]([C:4]1[CH:8]=[CH:7][N:6]([CH2:12][CH2:13][CH2:14][CH2:15][CH2:16][CH2:17][CH2:18][CH3:19])[N:5]=1)([O-:3])=[O:2]. The catalyst class is: 42. (4) Reactant: [F:1][C:2]1[CH:7]=[CH:6][C:5]([CH:8]2[O:12]C(=O)[NH:10][CH:9]2[CH2:14][C:15]2[CH:20]=[CH:19][C:18]([O:21][C:22]3[CH:27]=[CH:26][CH:25]=[CH:24][CH:23]=3)=[CH:17][CH:16]=2)=[CH:4][CH:3]=1.[OH-].[Na+]. Product: [NH2:10][CH:9]([CH2:14][C:15]1[CH:20]=[CH:19][C:18]([O:21][C:22]2[CH:27]=[CH:26][CH:25]=[CH:24][CH:23]=2)=[CH:17][CH:16]=1)[CH:8]([C:5]1[CH:4]=[CH:3][C:2]([F:1])=[CH:7][CH:6]=1)[OH:12]. The catalyst class is: 8. (5) Reactant: Cl[CH2:2][C:3]([N:5]([CH2:9][C:10]1([OH:24])[CH2:15][CH2:14][N:13]([C:16]([O:18][C:19]([CH3:22])([CH3:21])[CH3:20])=[O:17])[CH:12]([CH3:23])[CH2:11]1)[CH:6]1[CH2:8][CH2:7]1)=[O:4].[H-].[Na+]. Product: [CH:6]1([N:5]2[CH2:9][C:10]3([CH2:15][CH2:14][N:13]([C:16]([O:18][C:19]([CH3:22])([CH3:21])[CH3:20])=[O:17])[CH:12]([CH3:23])[CH2:11]3)[O:24][CH2:2][C:3]2=[O:4])[CH2:8][CH2:7]1. The catalyst class is: 7. (6) Reactant: C(OC(=O)[NH:10][CH2:11][CH2:12][N:13]1[CH2:18][CH2:17][N:16]([CH2:19][C@H:20]([OH:33])[C:21]2[C:30]3[C:25](=[CH:26][CH:27]=[C:28]([O:31][CH3:32])[CH:29]=3)[N:24]=[CH:23][CH:22]=2)[CH2:15][CH2:14]1)C1C=CC=CC=1.[H][H]. Product: [NH2:10][CH2:11][CH2:12][N:13]1[CH2:18][CH2:17][N:16]([CH2:19][C@@H:20]([C:21]2[C:30]3[C:25](=[CH:26][CH:27]=[C:28]([O:31][CH3:32])[CH:29]=3)[N:24]=[CH:23][CH:22]=2)[OH:33])[CH2:15][CH2:14]1. The catalyst class is: 19. (7) Reactant: OO.O.[OH-].[Li+].C([C@@H]1COC(=O)N1C(=O)[CH:20]([CH2:24][C:25]1[CH:34]=[CH:33][C:32]2[C:27](=[C:28]([O:35][CH2:36][CH2:37][O:38][CH3:39])[CH:29]=[CH:30][CH:31]=2)[CH:26]=1)[CH:21]([CH3:23])[CH3:22])C1C=CC=CC=1.S([O-])([O-])=O.[Na+].[Na+].[C:47](=O)([O-:49])[OH:48].[Na+]. Product: [CH3:39][O:38][CH2:37][CH2:36][O:35][C:28]1[CH:29]=[CH:30][CH:31]=[C:32]2[C:27]=1[CH:26]=[C:25]([CH2:24][CH:20]([CH:21]([CH3:23])[CH3:22])[C:47]([OH:49])=[O:48])[CH:34]=[CH:33]2. The catalyst class is: 30. (8) Reactant: CC1C=CC(S(O[CH2:12][C@@H:13]2[O:18][C:17]3[CH:19]=[C:20]([S:24]([CH3:27])(=[O:26])=[O:25])[CH:21]=[C:22]([Cl:23])[C:16]=3[O:15][CH2:14]2)(=O)=O)=CC=1.[CH2:28]([NH:30][CH2:31][CH3:32])[CH3:29]. Product: [CH2:28]([N:30]([CH2:12][C@@H:13]1[O:18][C:17]2[CH:19]=[C:20]([S:24]([CH3:27])(=[O:25])=[O:26])[CH:21]=[C:22]([Cl:23])[C:16]=2[O:15][CH2:14]1)[CH2:31][CH3:32])[CH3:29]. The catalyst class is: 10.